Dataset: CYP2C9 inhibition data for predicting drug metabolism from PubChem BioAssay. Task: Regression/Classification. Given a drug SMILES string, predict its absorption, distribution, metabolism, or excretion properties. Task type varies by dataset: regression for continuous measurements (e.g., permeability, clearance, half-life) or binary classification for categorical outcomes (e.g., BBB penetration, CYP inhibition). Dataset: cyp2c9_veith. (1) The compound is COCCNC(=O)CCn1nc(-c2ccc(Cl)cc2)ccc1=O. The result is 0 (non-inhibitor). (2) The molecule is C/C(=C\[C@@H](N)C(=O)O)CP(=O)(O)O. The result is 0 (non-inhibitor).